This data is from Catalyst prediction with 721,799 reactions and 888 catalyst types from USPTO. The task is: Predict which catalyst facilitates the given reaction. (1) Reactant: [CH:1]1([C:4]([NH:6][NH:7][C:8]([C:10]2[CH:11]=[N:12][N:13]3[CH:18]=[CH:17][C:16]([N:19]4[CH2:23][CH2:22][CH2:21][CH:20]4[C:24]4[CH:25]=[N:26][CH:27]=[C:28]([F:30])[CH:29]=4)=[N:15][C:14]=23)=O)=O)[CH2:3][CH2:2]1.P12(SP3(SP(SP(S3)(S1)=S)(=S)S2)=S)=[S:32].C([O-])([O-])=O.[Na+].[Na+]. Product: [CH:1]1([C:4]2[S:32][C:8]([C:10]3[CH:11]=[N:12][N:13]4[CH:18]=[CH:17][C:16]([N:19]5[CH2:23][CH2:22][CH2:21][CH:20]5[C:24]5[CH:25]=[N:26][CH:27]=[C:28]([F:30])[CH:29]=5)=[N:15][C:14]=34)=[N:7][N:6]=2)[CH2:3][CH2:2]1. The catalyst class is: 270. (2) Reactant: [F:1][C:2]1[CH:3]=[C:4]([CH:7]=[C:8]([F:11])[C:9]=1[OH:10])[CH:5]=[O:6].N1C(C)=CC=CC=1C.FC(F)(F)S(O[Si:26]([CH:33]([CH3:35])[CH3:34])([CH:30]([CH3:32])[CH3:31])[CH:27]([CH3:29])[CH3:28])(=O)=O. Product: [F:1][C:2]1[CH:3]=[C:4]([CH:7]=[C:8]([F:11])[C:9]=1[O:10][Si:26]([CH:33]([CH3:35])[CH3:34])([CH:30]([CH3:32])[CH3:31])[CH:27]([CH3:29])[CH3:28])[CH:5]=[O:6]. The catalyst class is: 4.